From a dataset of Full USPTO retrosynthesis dataset with 1.9M reactions from patents (1976-2016). Predict the reactants needed to synthesize the given product. (1) Given the product [C:7]1([C:5]2[NH:4][C:1]3=[N:23][CH:22]=[CH:27][N:26]=[C:3]3[CH:6]=2)[CH:13]=[CH:8][CH:9]=[CH:10][CH:11]=1, predict the reactants needed to synthesize it. The reactants are: [CH:1]([NH:4][CH:5]([CH3:7])[CH3:6])([CH3:3])C.[CH2:8]([Li])[CH2:9][CH2:10][CH3:11].[CH:13]([N-]C(C)C)(C)C.[Li+].C[C:22]1[CH:27]=[N:26]C=C[N:23]=1. (2) Given the product [Cl:1][C:2]1[CH:3]=[C:4]([NH:9][C:10]2[C:11]3[C:18](=[CH:20][C:22]4[NH:26][C:25]([C:27]([OH:29])=[O:28])=[CH:24][C:23]=4[CH3:30])[C:17](=[O:19])[NH:16][C:12]=3[N:13]=[CH:14][N:15]=2)[CH:5]=[CH:6][C:7]=1[F:8], predict the reactants needed to synthesize it. The reactants are: [Cl:1][C:2]1[CH:3]=[C:4]([NH:9][C:10]2[C:11]3[CH2:18][C:17](=[O:19])[NH:16][C:12]=3[N:13]=[CH:14][N:15]=2)[CH:5]=[CH:6][C:7]=1[F:8].[CH:20]([C:22]1[NH:26][C:25]([C:27]([OH:29])=[O:28])=[CH:24][C:23]=1[CH3:30])=O.